This data is from Catalyst prediction with 721,799 reactions and 888 catalyst types from USPTO. The task is: Predict which catalyst facilitates the given reaction. (1) Reactant: [C:1]([NH:9][C:10]1[CH:22]=[C:21]([C:23]2[C:28]([F:29])=[CH:27][CH:26]=[CH:25][C:24]=2[Cl:30])[CH:20]=[CH:19][C:11]=1[C:12]([O:14]C(C)(C)C)=[O:13])(=[O:8])[C:2]1[CH:7]=[CH:6][CH:5]=[CH:4][CH:3]=1. Product: [C:1]([NH:9][C:10]1[CH:22]=[C:21]([C:23]2[C:28]([F:29])=[CH:27][CH:26]=[CH:25][C:24]=2[Cl:30])[CH:20]=[CH:19][C:11]=1[C:12]([OH:14])=[O:13])(=[O:8])[C:2]1[CH:3]=[CH:4][CH:5]=[CH:6][CH:7]=1. The catalyst class is: 55. (2) Reactant: C(Cl)(=O)C(Cl)=O.CS(C)=O.[CH2:11]([O:18][C:19]1[CH:24]=[CH:23][C:22]([S:25][CH3:26])=[CH:21][C:20]=1[C:27]([CH3:32])([CH3:31])[CH2:28][CH2:29][OH:30])[C:12]1[CH:17]=[CH:16][CH:15]=[CH:14][CH:13]=1.O. Product: [CH2:11]([O:18][C:19]1[CH:24]=[CH:23][C:22]([S:25][CH3:26])=[CH:21][C:20]=1[C:27]([CH3:32])([CH3:31])[CH2:28][CH:29]=[O:30])[C:12]1[CH:13]=[CH:14][CH:15]=[CH:16][CH:17]=1. The catalyst class is: 4. (3) Reactant: C([O:8][C:9]1[C:14]([Cl:15])=[CH:13][C:12]([C:16]([N:18]2[C:24]3[CH:25]=[CH:26][CH:27]=[CH:28][C:23]=3[O:22][CH2:21][CH2:20][CH2:19]2)=[O:17])=[CH:11][C:10]=1[Cl:29])C1C=CC=CC=1. Product: [Cl:29][C:10]1[CH:11]=[C:12]([C:16]([N:18]2[C:24]3[CH:25]=[CH:26][CH:27]=[CH:28][C:23]=3[O:22][CH2:21][CH2:20][CH2:19]2)=[O:17])[CH:13]=[C:14]([Cl:15])[C:9]=1[OH:8]. The catalyst class is: 457. (4) Reactant: CN(C)C=O.[NH2:6][C:7]1[CH:12]=[CH:11][CH:10]=[C:9]([Cl:13])[N:8]=1.[I:14]N1C(=O)CCC1=O. Product: [Cl:13][C:9]1[N:8]=[C:7]([NH2:6])[CH:12]=[CH:11][C:10]=1[I:14]. The catalyst class is: 6. (5) Reactant: FC(F)(F)S(O[C:7]1[CH2:10][CH:9]([CH2:11][O:12][Si:13]([C:26]([CH3:29])([CH3:28])[CH3:27])([C:20]2[CH:25]=[CH:24][CH:23]=[CH:22][CH:21]=2)[C:14]2[CH:19]=[CH:18][CH:17]=[CH:16][CH:15]=2)[CH:8]=1)(=O)=O.[Cl:32][C:33]1[CH:34]=[C:35]([C:39]2[N:48]([CH2:49][C:50]([NH:52][CH:53]([CH3:55])[CH3:54])=[O:51])[C:47](=[O:56])[C:46]3[C:41](=[CH:42][CH:43]=[C:44](B4OC(C)(C)C(C)(C)O4)[CH:45]=3)[N:40]=2)[CH:36]=[CH:37][CH:38]=1.C([O-])([O-])=O.[Na+].[Na+]. Product: [Si:13]([O:12][CH2:11][CH:9]1[CH2:10][C:7]([C:44]2[CH:45]=[C:46]3[C:41](=[CH:42][CH:43]=2)[N:40]=[C:39]([C:35]2[CH:36]=[CH:37][CH:38]=[C:33]([Cl:32])[CH:34]=2)[N:48]([CH2:49][C:50]([NH:52][CH:53]([CH3:54])[CH3:55])=[O:51])[C:47]3=[O:56])=[CH:8]1)([C:26]([CH3:29])([CH3:27])[CH3:28])([C:20]1[CH:25]=[CH:24][CH:23]=[CH:22][CH:21]=1)[C:14]1[CH:19]=[CH:18][CH:17]=[CH:16][CH:15]=1. The catalyst class is: 109.